From a dataset of Forward reaction prediction with 1.9M reactions from USPTO patents (1976-2016). Predict the product of the given reaction. (1) The product is: [F:1][C:2]1[CH:7]=[CH:6][C:5]([NH:8][C:9]2[CH:14]=[CH:13][C:12]([C:15]([C:17]3[CH:22]=[C:21]([O:23][CH2:31][CH2:32][N:33]4[CH2:38][CH2:37][O:36][CH2:35][CH2:34]4)[CH:20]=[CH:19][C:18]=3[CH3:24])=[O:16])=[C:11]([N+:25]([O-:27])=[O:26])[CH:10]=2)=[C:4]([CH3:28])[CH:3]=1. Given the reactants [F:1][C:2]1[CH:7]=[CH:6][C:5]([NH:8][C:9]2[CH:14]=[CH:13][C:12]([C:15]([C:17]3[CH:22]=[C:21]([OH:23])[CH:20]=[CH:19][C:18]=3[CH3:24])=[O:16])=[C:11]([N+:25]([O-:27])=[O:26])[CH:10]=2)=[C:4]([CH3:28])[CH:3]=1.Cl.Cl[CH2:31][CH2:32][N:33]1[CH2:38][CH2:37][O:36][CH2:35][CH2:34]1.C([O-])([O-])=O.[K+].[K+].[Na+].[I-], predict the reaction product. (2) Given the reactants [C:1]([O:5][C:6]([N:8]1[CH2:12][CH2:11][CH2:10][C@H:9]1[C:13](=[NH:16])[NH:14][OH:15])=[O:7])([CH3:4])([CH3:3])[CH3:2].[F:17][C:18]([F:26])([F:25])[C:19]1([C:22](O)=O)[CH2:21][CH2:20]1.C(N=C=NC(C)C)(C)C, predict the reaction product. The product is: [C:1]([O:5][C:6]([N:8]1[CH2:12][CH2:11][CH2:10][C@H:9]1[C:13]1[N:16]=[C:22]([C:19]2([C:18]([F:26])([F:25])[F:17])[CH2:21][CH2:20]2)[O:15][N:14]=1)=[O:7])([CH3:4])([CH3:2])[CH3:3]. (3) The product is: [C:1]([C:5]1[CH:15]=[C:8]2[N:9]=[CH:10][C:11]([C:13]#[C:14][C:21]3[CH:22]=[C:17]([F:16])[CH:18]=[CH:19][C:20]=3[F:23])=[CH:12][N:7]2[N:6]=1)([CH3:4])([CH3:3])[CH3:2]. Given the reactants [C:1]([C:5]1[CH:15]=[C:8]2[N:9]=[CH:10][C:11]([C:13]#[CH:14])=[CH:12][N:7]2[N:6]=1)([CH3:4])([CH3:3])[CH3:2].[F:16][C:17]1[CH:22]=[CH:21][C:20]([F:23])=[CH:19][C:18]=1I, predict the reaction product. (4) Given the reactants [S:1]([O:8]S(C(F)(F)F)(=O)=O)([C:4]([F:7])([F:6])[F:5])(=[O:3])=[O:2].O[C:17]1[CH:34]=[CH:33][C:20]2[CH2:21][CH2:22][N:23]([C:26]([O:28][C:29]([CH3:32])([CH3:31])[CH3:30])=[O:27])[CH2:24][CH2:25][C:19]=2[C:18]=1[CH3:35].N1C=CC=CC=1, predict the reaction product. The product is: [CH3:35][C:18]1[C:19]2[CH2:25][CH2:24][N:23]([C:26]([O:28][C:29]([CH3:32])([CH3:31])[CH3:30])=[O:27])[CH2:22][CH2:21][C:20]=2[CH:33]=[CH:34][C:17]=1[O:8][S:1]([C:4]([F:7])([F:6])[F:5])(=[O:3])=[O:2]. (5) Given the reactants [Br:1][C:2]1[CH:10]=[CH:9][CH:8]=[C:7]2[C:3]=1[C:4]([C:14]1[C:15](O)=[CH:16][C:17]3[O:21][CH2:20][CH2:19][C:18]=3[CH:22]=1)([CH2:12][OH:13])[C:5](=[O:11])[NH:6]2.C(P(CCCC)CCCC)CCC.N(C(OC(C)(C)C)=O)=NC(OC(C)(C)C)=O, predict the reaction product. The product is: [Br:1][C:2]1[CH:10]=[CH:9][CH:8]=[C:7]2[C:3]=1[C:4]1([CH2:12][O:13][C:15]3[CH:16]=[C:17]4[C:18](=[CH:22][C:14]1=3)[CH2:19][CH2:20][O:21]4)[C:5](=[O:11])[NH:6]2. (6) Given the reactants Cl[C:2]1[N:7]=[C:6]2[CH:8]=[CH:9][S:10][C:5]2=[CH:4][C:3]=1[CH:11]=[O:12].[C:13]1(B(O)O)[CH:18]=[CH:17][CH:16]=[CH:15][CH:14]=1.C([O-])([O-])=O.[K+].[K+], predict the reaction product. The product is: [C:13]1([C:2]2[N:7]=[C:6]3[CH:8]=[CH:9][S:10][C:5]3=[CH:4][C:3]=2[CH:11]=[O:12])[CH:18]=[CH:17][CH:16]=[CH:15][CH:14]=1. (7) Given the reactants Br[CH2:2][C:3]1[CH:8]=[C:7]([C:9]([F:12])([F:11])[F:10])[CH:6]=[C:5]([Cl:13])[N:4]=1.[OH:14][CH2:15][C:16]1([C:29]2[CH:34]=[CH:33][CH:32]=[CH:31][CH:30]=2)[CH2:21][CH2:20][N:19]([C:22]([O:24][C:25]([CH3:28])([CH3:27])[CH3:26])=[O:23])[CH2:18][CH2:17]1.CC(C)([O-])C.[K+], predict the reaction product. The product is: [Cl:13][C:5]1[N:4]=[C:3]([CH2:2][O:14][CH2:15][C:16]2([C:29]3[CH:30]=[CH:31][CH:32]=[CH:33][CH:34]=3)[CH2:21][CH2:20][N:19]([C:22]([O:24][C:25]([CH3:27])([CH3:28])[CH3:26])=[O:23])[CH2:18][CH2:17]2)[CH:8]=[C:7]([C:9]([F:12])([F:11])[F:10])[CH:6]=1.